The task is: Predict the reaction yield, written as a fraction of the theoretical maximum amount of product (1.0 means a 100% yield; for example, 0.34 means a 34% yield).. This data is from Reaction yield outcomes from USPTO patents with 853,638 reactions. (1) The reactants are [OH:1][C@@H:2]([CH3:22])[C:3]([NH:5][C@@H:6]1[C:12](=[O:13])[NH:11][C:10]2[CH:14]=[CH:15][CH:16]=[CH:17][C:9]=2[C:8]2[CH:18]=[CH:19][CH:20]=[CH:21][C:7]1=2)=[O:4].N1C=CC=CC=1.Cl[C:30]([O:32][C:33]1[CH:38]=[CH:37][C:36]([N+:39]([O-:41])=[O:40])=[CH:35][CH:34]=1)=[O:31].C(OC(=O)C)C.C1CCCCC1. The catalyst is ClCCl. The product is [O:13]=[C:12]1[NH:11][C:10]2[CH:14]=[CH:15][CH:16]=[CH:17][C:9]=2[C:8]2[CH:18]=[CH:19][CH:20]=[CH:21][C:7]=2[C@@H:6]1[NH:5][C:3]([C@@H:2]([O:1][C:30](=[O:31])[O:32][C:33]1[CH:34]=[CH:35][C:36]([N+:39]([O-:41])=[O:40])=[CH:37][CH:38]=1)[CH3:22])=[O:4]. The yield is 0.750. (2) The reactants are [C:1]([C:4]1[CH:9]=[CH:8][C:7]([S:10][C:11]2[CH:19]=[C:18]([F:20])[CH:17]=[CH:16][C:12]=2[C:13]([OH:15])=[O:14])=[C:6]([N+:21]([O-])=O)[CH:5]=1)([OH:3])=[O:2].C(=O)([O-])[O-].[K+].[K+].S(S([O-])=O)([O-])=O.[Na+].[Na+].Cl. The catalyst is C(O)C.O. The product is [NH2:21][C:6]1[CH:5]=[C:4]([C:1]([OH:3])=[O:2])[CH:9]=[CH:8][C:7]=1[S:10][C:11]1[CH:19]=[C:18]([F:20])[CH:17]=[CH:16][C:12]=1[C:13]([OH:15])=[O:14]. The yield is 0.360. (3) The reactants are [Br:1][C:2]1[CH:10]=[C:9]2[C:5]([CH2:6][C:7]3([CH2:30][CH2:29][CH:28]([O:31][CH3:32])[CH2:27][CH2:26]3)[C:8]2([NH:16][S:17]([CH2:20][CH2:21][Si:22]([CH3:25])([CH3:24])[CH3:23])(=[O:19])=[O:18])[C:11]([O:13][CH2:14][CH3:15])=C)=[CH:4][CH:3]=1.[OH2:33]. The catalyst is CCOC(C)=O. The product is [Br:1][C:2]1[CH:10]=[C:9]2[C:5]([CH2:6][C:7]3([CH2:30][CH2:29][CH:28]([O:31][CH3:32])[CH2:27][CH2:26]3)[C:8]2([NH:16][S:17]([CH2:20][CH2:21][Si:22]([CH3:25])([CH3:24])[CH3:23])(=[O:18])=[O:19])[C:11]([O:13][CH2:14][CH3:15])=[O:33])=[CH:4][CH:3]=1. The yield is 0.500. (4) The yield is 0.410. The product is [F:25][CH:24]([F:26])[C:21]1[CH:22]=[CH:23][C:18]([O:1][C:2]2[C:7]3[CH:8]=[C:9]([CH3:11])[O:10][C:6]=3[CH:5]=[C:4]([C:12]([O:14][CH2:15][CH3:16])=[O:13])[CH:3]=2)=[CH:19][CH:20]=1. The catalyst is CN(C=O)C.[Cu]I. The reactants are [OH:1][C:2]1[C:7]2[CH:8]=[C:9]([CH3:11])[O:10][C:6]=2[CH:5]=[C:4]([C:12]([O:14][CH2:15][CH3:16])=[O:13])[CH:3]=1.Br[C:18]1[CH:23]=[CH:22][C:21]([CH:24]([F:26])[F:25])=[CH:20][CH:19]=1.C([O-])([O-])=O.[Cs+].[Cs+].O.